From a dataset of Reaction yield outcomes from USPTO patents with 853,638 reactions. Predict the reaction yield, written as a fraction of the theoretical maximum amount of product (1.0 means a 100% yield; for example, 0.34 means a 34% yield). (1) The reactants are [Cl:1][C:2]1[CH:3]=[C:4]([CH:8]=[CH:9][C:10]=1[C:11]1[CH:20]=[CH:19][C:18]2[C:13](=[CH:14][CH:15]=[C:16]([O:21]C)[CH:17]=2)[N:12]=1)[C:5]([OH:7])=[O:6].[Al+3].[Cl-].[Cl-].[Cl-]. The catalyst is C(Cl)Cl. The product is [Cl:1][C:2]1[CH:3]=[C:4]([CH:8]=[CH:9][C:10]=1[C:11]1[CH:20]=[CH:19][C:18]2[C:13](=[CH:14][CH:15]=[C:16]([OH:21])[CH:17]=2)[N:12]=1)[C:5]([OH:7])=[O:6]. The yield is 0.180. (2) The reactants are [F-].[Cs+].[CH:3]([C:5]1[S:9][C:8]([CH2:10][CH2:11][CH2:12][C:13]([O:15][CH3:16])=[O:14])=[CH:7][CH:6]=1)=[O:4].[F:17][C:18]([Si](C)(C)C)([F:20])[F:19]. The catalyst is COCCOC. The product is [F:17][C:18]([F:20])([F:19])[CH:3]([C:5]1[S:9][C:8]([CH2:10][CH2:11][CH2:12][C:13]([O:15][CH3:16])=[O:14])=[CH:7][CH:6]=1)[OH:4]. The yield is 0.470. (3) The reactants are [S:1]([Cl:5])(=O)(=[O:3])[OH:2].[CH3:6][N:7]1[C:15]2[C:10](=[CH:11][CH:12]=[CH:13][CH:14]=2)[CH2:9][CH2:8]1. No catalyst specified. The product is [CH3:6][N:7]1[C:15]2[C:10](=[CH:11][CH:12]=[C:13]([S:1]([Cl:5])(=[O:3])=[O:2])[CH:14]=2)[CH2:9][CH2:8]1. The yield is 0.0700. (4) The reactants are [CH3:1][O:2][C:3](=[O:16])[C:4]([NH2:15])([CH3:14])[CH2:5][NH:6][C:7]1[CH:12]=[CH:11][C:10]([F:13])=[CH:9][CH:8]=1.C(N(CC)CC)C.Cl[C:25](Cl)([O:27]C(=O)OC(Cl)(Cl)Cl)Cl. The catalyst is C1COCC1.C(Cl)Cl. The product is [CH3:1][O:2][C:3]([C:4]1([CH3:14])[CH2:5][N:6]([C:7]2[CH:12]=[CH:11][C:10]([F:13])=[CH:9][CH:8]=2)[C:25](=[O:27])[NH:15]1)=[O:16]. The yield is 0.820. (5) The reactants are [C:1]([N:8]1[CH2:15][C@@H:14]([OH:16])[CH2:13][C@H:9]1[C:10]([OH:12])=O)([O:3][C:4]([CH3:7])([CH3:6])[CH3:5])=[O:2].[B-](F)(F)(F)F.CN(C(ON1N=NC2C1=CC=CC=2)=[N+](C)C)C.S(C1C=CC(C)=CC=1)(O)(=O)=O.[CH3:50][NH:51][CH2:52][CH2:53][CH2:54][CH2:55][CH:56]=[CH2:57].CCN(C(C)C)C(C)C. The catalyst is CN(C=O)C. The product is [CH2:52]([N:51]([CH3:50])[C:10]([C@@H:9]1[CH2:13][C@@H:14]([OH:16])[CH2:15][N:8]1[C:1]([O:3][C:4]([CH3:5])([CH3:6])[CH3:7])=[O:2])=[O:12])[CH2:53][CH2:54][CH2:55][CH:56]=[CH2:57]. The yield is 0.950. (6) The reactants are C[O:2][C:3](=[O:27])[CH:4]([Cl:26])[C:5](=[O:25])[CH2:6][C:7]([CH:20]1[CH2:24][CH2:23][CH2:22][CH2:21]1)(O)[CH2:8][CH2:9][C:10]1[CH:15]=[CH:14][C:13]([O:16][CH3:17])=[C:12]([Cl:18])[CH:11]=1.CCCC[Sn](Cl)(O[Sn](Cl)(CCCC)CCCC)CCCC. The catalyst is C1(C)C=CC=CC=1. The product is [Cl:26][C:4]1[C:3](=[O:2])[O:27][C:7]([CH2:8][CH2:9][C:10]2[CH:15]=[CH:14][C:13]([O:16][CH3:17])=[C:12]([Cl:18])[CH:11]=2)([CH:20]2[CH2:21][CH2:22][CH2:23][CH2:24]2)[CH2:6][C:5]=1[OH:25]. The yield is 0.750. (7) The reactants are [CH3:1][N:2]1[CH2:7][CH2:6][N:5]([C:8]2[CH:13]=[CH:12][C:11]([C:14]3[CH:19]=[CH:18][N:17]4[CH:20]=[CH:21][N:22]=[C:16]4[CH:15]=3)=[CH:10][CH:9]=2)[CH2:4][CH2:3]1.Cl[C:24]1[CH:29]=[CH:28][N:27]=[C:26]2[CH:30]=[CH:31][S:32][C:25]=12.CC([O-])=O.[K+].CC(N(C)C)=O. The catalyst is CC([O-])=O.CC([O-])=O.[Pd+2].CS(C)=O. The product is [CH3:1][N:2]1[CH2:7][CH2:6][N:5]([C:8]2[CH:9]=[CH:10][C:11]([C:14]3[CH:19]=[CH:18][N:17]4[C:20]([C:24]5[CH:29]=[CH:28][N:27]=[C:26]6[CH:30]=[CH:31][S:32][C:25]=56)=[CH:21][N:22]=[C:16]4[CH:15]=3)=[CH:12][CH:13]=2)[CH2:4][CH2:3]1. The yield is 0.470. (8) The reactants are O[CH2:2][C:3]1[C:8]([CH3:9])=[C:7]([O:10][CH3:11])[C:6]([O:12][CH2:13][C:14]2[CH:19]=[CH:18][CH:17]=[CH:16][CH:15]=2)=[CH:5][N:4]=1.S(Cl)(Cl)=O.C(=O)(O)[O-].[Na+].[NH2:29][C:30]1[C:35]([Cl:36])=[C:34]([CH3:37])[N:33]=[C:32]([CH3:38])[N:31]=1.[H-].[Na+]. The catalyst is ClCCl.CN(C)C=O.O. The product is [CH2:13]([O:12][C:6]1[C:7]([O:10][CH3:11])=[C:8]([CH3:9])[C:3]([CH2:2][NH:29][C:30]2[C:35]([Cl:36])=[C:34]([CH3:37])[N:33]=[C:32]([CH3:38])[N:31]=2)=[N:4][CH:5]=1)[C:14]1[CH:19]=[CH:18][CH:17]=[CH:16][CH:15]=1. The yield is 0.888. (9) The reactants are [I:1][C:2]1[CH:3]=[C:4]2[C:9](=[CH:10][CH:11]=1)[N:8]=[CH:7][NH:6][C:5]2=O.P(Cl)(Cl)(Cl)=O.C(N(CC)CC)C.[CH2:25]([NH2:32])[C:26]1[CH:31]=[CH:30][CH:29]=[CH:28][CH:27]=1. The catalyst is C(C(C)=O)C(C)C.C1(C)C=CC=CC=1. The product is [I:1][C:2]1[CH:3]=[C:4]2[C:9](=[CH:10][CH:11]=1)[N:8]=[CH:7][N:6]=[C:5]2[NH:32][CH2:25][C:26]1[CH:31]=[CH:30][CH:29]=[CH:28][CH:27]=1. The yield is 0.840.